From a dataset of Full USPTO retrosynthesis dataset with 1.9M reactions from patents (1976-2016). Predict the reactants needed to synthesize the given product. (1) Given the product [OH:9][C:10]1[CH:15]=[CH:14][N:13]=[C:12]([NH:16][C:17]2[CH:24]=[CH:23][C:20]([C:21]#[N:22])=[CH:19][CH:18]=2)[N:11]=1, predict the reactants needed to synthesize it. The reactants are: Cl.N1C=CC=CC=1.C[O:9][C:10]1[CH:15]=[CH:14][N:13]=[C:12]([NH:16][C:17]2[CH:24]=[CH:23][C:20]([C:21]#[N:22])=[CH:19][CH:18]=2)[N:11]=1. (2) Given the product [N:27]1([C:24]2[CH:23]=[CH:22][C:21]([CH2:20][C:19]([N:16]3[CH2:15][CH:14]=[C:13]([CH2:33][CH2:34][C:35]4[CH:44]=[CH:43][C:38]5[C:39](=[O:42])[O:40][CH2:41][C:37]=5[CH:36]=4)[CH2:18][CH2:17]3)=[O:32])=[CH:26][CH:25]=2)[CH:31]=[N:30][N:29]=[N:28]1, predict the reactants needed to synthesize it. The reactants are: C1(C)C(S(O)(=O)=O)=CC=CC=1.O[C:13]1([CH2:33][CH2:34][C:35]2[CH:44]=[CH:43][C:38]3[C:39](=[O:42])[O:40][CH2:41][C:37]=3[CH:36]=2)[CH2:18][CH2:17][N:16]([C:19](=[O:32])[CH2:20][C:21]2[CH:26]=[CH:25][C:24]([N:27]3[CH:31]=[N:30][N:29]=[N:28]3)=[CH:23][CH:22]=2)[CH2:15][CH2:14]1. (3) Given the product [O:17]1[CH2:22][CH2:21][CH2:20][CH2:19][CH:18]1[O:1][C@H:2]([CH2:6][CH2:7][CH2:8][CH2:9][CH2:10][CH2:11][CH2:12][CH2:13][CH2:14][CH2:15][CH3:16])[CH2:3][C:4]#[N:5], predict the reactants needed to synthesize it. The reactants are: [OH:1][C@H:2]([CH2:6][CH2:7][CH2:8][CH2:9][CH2:10][CH2:11][CH2:12][CH2:13][CH2:14][CH2:15][CH3:16])[CH2:3][C:4]#[N:5].[O:17]1[CH:22]=[CH:21][CH2:20][CH2:19][CH2:18]1.O1CCCC1.C1(C)C=CC(S([O-])(=O)=O)=CC=1.[NH+]1C=CC=CC=1. (4) Given the product [CH3:1][N:2]1[C:10]2[C:5](=[CH:6][CH:7]=[CH:8][CH:9]=2)[C:4]([C:11]2[O:12][C:13]([C:16]3[CH:17]=[C:18]4[C:23](=[CH:24][CH:25]=3)[CH:22]=[C:21]([O:26][CH:27]([CH2:32][C:33]3[CH:38]=[CH:37][CH:36]=[CH:35][CH:34]=3)[C:28]([OH:30])=[O:29])[CH:20]=[CH:19]4)=[CH:14][N:15]=2)=[CH:3]1, predict the reactants needed to synthesize it. The reactants are: [CH3:1][N:2]1[C:10]2[C:5](=[CH:6][CH:7]=[CH:8][CH:9]=2)[C:4]([C:11]2[O:12][C:13]([C:16]3[CH:17]=[C:18]4[C:23](=[CH:24][CH:25]=3)[CH:22]=[C:21]([O:26][CH:27]([CH2:32][C:33]3[CH:38]=[CH:37][CH:36]=[CH:35][CH:34]=3)[C:28]([O:30]C)=[O:29])[CH:20]=[CH:19]4)=[CH:14][N:15]=2)=[CH:3]1.[OH-].[Na+].Cl. (5) Given the product [Br:1][CH2:2][CH2:3][O:5][C:6]1[CH:13]=[CH:12][C:9]([CH:10]=[O:11])=[CH:8][CH:7]=1, predict the reactants needed to synthesize it. The reactants are: [Br:1][CH2:2][CH2:3]Br.[OH:5][C:6]1[CH:13]=[CH:12][C:9]([CH:10]=[O:11])=[CH:8][CH:7]=1.C([O-])([O-])=O.[K+].[K+]. (6) The reactants are: CC1C=CC(S(O)(=O)=O)=CC=1.O.[CH3:13][C:14]1[CH:20]=[C:19]([N+:21]([O-:23])=[O:22])[CH:18]=[CH:17][C:15]=1N.N([O-])=O.[Na+].[I-:28].[K+]. Given the product [I:28][C:15]1[CH:17]=[CH:18][C:19]([N+:21]([O-:23])=[O:22])=[CH:20][C:14]=1[CH3:13], predict the reactants needed to synthesize it. (7) Given the product [F:20][C:21]1[CH:26]=[C:25]([C:27]([F:28])([F:29])[F:30])[CH:24]=[CH:23][C:22]=1[C:2]1[N:7]=[CH:6][N:5]=[C:4]([NH:8][C:9]2[CH:10]=[N:11][C:12]([O:15][CH3:16])=[CH:13][CH:14]=2)[C:3]=1[N+:17]([O-:19])=[O:18], predict the reactants needed to synthesize it. The reactants are: Cl[C:2]1[N:7]=[CH:6][N:5]=[C:4]([NH:8][C:9]2[CH:10]=[N:11][C:12]([O:15][CH3:16])=[CH:13][CH:14]=2)[C:3]=1[N+:17]([O-:19])=[O:18].[F:20][C:21]1[CH:26]=[C:25]([C:27]([F:30])([F:29])[F:28])[CH:24]=[CH:23][C:22]=1B(O)O.C(=O)([O-])[O-].[Na+].[Na+].O1CCOCC1. (8) Given the product [NH2:1][C:4]1[CH:5]=[C:6]2[C:10](=[CH:11][CH:12]=1)[N:9]([CH2:13][CH2:14][N:15]1[CH2:19][CH2:18][CH2:17][CH2:16]1)[CH:8]=[CH:7]2, predict the reactants needed to synthesize it. The reactants are: [N+:1]([C:4]1[CH:5]=[C:6]2[C:10](=[CH:11][CH:12]=1)[N:9]([CH2:13][CH2:14][N:15]1[CH2:19][CH2:18][CH2:17][CH2:16]1)[CH:8]=[CH:7]2)([O-])=O.ClCCl.CO.N.